From a dataset of Full USPTO retrosynthesis dataset with 1.9M reactions from patents (1976-2016). Predict the reactants needed to synthesize the given product. (1) Given the product [O:1]([C:8]1[CH:9]=[CH:10][C:11]([NH:14][C:15]2[N:16]=[CH:17][N:18]=[C:19]([NH:21][CH:22]3[CH2:27][CH2:26][CH2:25][N:24]([C:28](=[O:31])[CH:29]=[CH2:30])[CH2:23]3)[CH:20]=2)=[CH:12][CH:13]=1)[C:2]1[CH:7]=[CH:6][CH:5]=[CH:4][CH:3]=1, predict the reactants needed to synthesize it. The reactants are: [O:1]([C:8]1[CH:13]=[CH:12][C:11]([NH:14][C:15]2[CH:20]=[C:19]([NH:21][CH:22]3[CH2:27][CH2:26][CH2:25][NH:24][CH2:23]3)[N:18]=[CH:17][N:16]=2)=[CH:10][CH:9]=1)[C:2]1[CH:7]=[CH:6][CH:5]=[CH:4][CH:3]=1.[C:28](Cl)(=[O:31])[CH:29]=[CH2:30]. (2) Given the product [C:43](#[N:44])[C:37]1[C:38](=[CH:41][CH:42]=[CH:35][CH:36]=1)[C:39]#[N:40], predict the reactants needed to synthesize it. The reactants are: OC1C=CC(C(C2C=CC(O)=CC=2)(C)C)=CC=1.BrCCCCCCBr.C([O-])([O-])=O.[K+].[K+].[N+]([C:35]1[CH:36]=[C:37]([C:43]#[N:44])[C:38](=[CH:41][CH:42]=1)[C:39]#[N:40])([O-])=O.Cl.